This data is from TCR-epitope binding with 47,182 pairs between 192 epitopes and 23,139 TCRs. The task is: Binary Classification. Given a T-cell receptor sequence (or CDR3 region) and an epitope sequence, predict whether binding occurs between them. (1) The epitope is KAFSPEVIPMF. The TCR CDR3 sequence is CASSLAGGYTF. Result: 1 (the TCR binds to the epitope). (2) The epitope is HTTDPSFLGRY. The TCR CDR3 sequence is CASSYNIAGELFF. Result: 0 (the TCR does not bind to the epitope). (3) The epitope is KRWIILGLNK. The TCR CDR3 sequence is CASSPGTISYNEQFF. Result: 0 (the TCR does not bind to the epitope). (4) The epitope is GLIYNRMGAVTTEV. The TCR CDR3 sequence is CASNVVEGAEQYF. Result: 1 (the TCR binds to the epitope). (5) The epitope is NEGVKAAW. The TCR CDR3 sequence is CASSLGRGSGANVLTF. Result: 0 (the TCR does not bind to the epitope).